This data is from Forward reaction prediction with 1.9M reactions from USPTO patents (1976-2016). The task is: Predict the product of the given reaction. (1) Given the reactants [Cl-].COC[P+](C1C=CC=CC=1)(C1C=CC=CC=1)[C:6]1C=CC=C[CH:7]=1.CC([O-])(C)C.[Na+].[C:30]([C:33]1[CH:38]=[CH:37][C:36]([C:39]2[CH:44]=[CH:43]C(C#N)=C[CH:40]=2)=[CH:35][C:34]=1[O:47][CH3:48])(=O)[CH3:31].[CH3:49]/[C:50](/[O-])=[C:51](/P(OC)(OC)=O)\[N+:52]#N.C([O-])([O-])=O.[K+].[K+], predict the reaction product. The product is: [CH3:48][O:47][C:34]1[CH:35]=[C:36]([C:39]2[CH:40]=[CH:49][C:50]([C:51]#[N:52])=[CH:43][CH:44]=2)[CH:37]=[CH:38][C:33]=1[CH:30]([CH3:31])[C:6]#[CH:7]. (2) Given the reactants [H][H].[NH3:3].Cl[C:5]1[N:13]=[C:12]([O:14][CH2:15][C:16]2[CH:21]=[CH:20][C:19]([N+:22]([O-:24])=[O:23])=[CH:18][CH:17]=2)[N:11]=[C:10]2[C:6]=1[N:7]=[CH:8][N:9]2[C@@H:25]1[O:37][C@H:36]([CH2:38][O:39]C(=O)C)[C@@H:31]([O:32]C(=O)C)[C@H:26]1[O:27]C(=O)C, predict the reaction product. The product is: [N+:22]([C:19]1[CH:20]=[CH:21][C:16]([CH2:15][O:14][C:12]2[N:13]=[C:5]([NH2:3])[C:6]3[N:7]=[CH:8][N:9]([C:10]=3[N:11]=2)[C@@H:25]2[O:37][C@H:36]([CH2:38][OH:39])[C@@H:31]([OH:32])[C@H:26]2[OH:27])=[CH:17][CH:18]=1)([O-:24])=[O:23]. (3) Given the reactants [NH2:1][C:2]1[CH:22]=[CH:21][C:5]([O:6][C:7]2[C:16]3[C:11](=[CH:12][C:13]([O:19][CH3:20])=[C:14]([C:17]#[N:18])[CH:15]=3)[N:10]=[CH:9][CH:8]=2)=[CH:4][CH:3]=1.[C:23](Cl)(=[O:31])[O:24][C:25]1[CH:30]=[CH:29][CH:28]=[CH:27][CH:26]=1.C(OCC)(=O)C.O, predict the reaction product. The product is: [C:17]([C:14]1[CH:15]=[C:16]2[C:11](=[CH:12][C:13]=1[O:19][CH3:20])[N:10]=[CH:9][CH:8]=[C:7]2[O:6][C:5]1[CH:21]=[CH:22][C:2]([NH:1][C:23](=[O:31])[O:24][C:25]2[CH:30]=[CH:29][CH:28]=[CH:27][CH:26]=2)=[CH:3][CH:4]=1)#[N:18]. (4) Given the reactants Br[C:2]1[S:3][CH:4]=[CH:5][C:6]=1[CH2:7][C:8]([O:10][CH3:11])=[O:9].[CH3:12][S:13]([C:16]1[CH:21]=[CH:20][C:19](B(O)O)=[CH:18][CH:17]=1)(=[O:15])=[O:14].C([O-])([O-])=O.[K+].[K+].CC#N, predict the reaction product. The product is: [CH3:12][S:13]([C:16]1[CH:21]=[CH:20][C:19]([C:2]2[S:3][CH:4]=[CH:5][C:6]=2[CH2:7][C:8]([O:10][CH3:11])=[O:9])=[CH:18][CH:17]=1)(=[O:15])=[O:14]. (5) The product is: [CH3:8][C:2]([CH:9]1[CH2:13][CH2:12][O:11][CH2:10]1)([CH3:1])[C:3]([OH:5])=[O:4]. Given the reactants [CH3:1][C:2]([CH:9]1[CH2:13][CH2:12][O:11][CH2:10]1)([CH3:8])[C:3]([O:5]CC)=[O:4].O.[Li+].[OH-], predict the reaction product.